Dataset: Catalyst prediction with 721,799 reactions and 888 catalyst types from USPTO. Task: Predict which catalyst facilitates the given reaction. (1) Reactant: [P:1]([Cl:5])(Cl)([Cl:3])=[O:2].[N:6]1[C:15]2[C:10](=[CH:11][CH:12]=[CH:13][C:14]=2[OH:16])[CH:9]=[CH:8][CH:7]=1.C(N(CC)CC)C. Product: [P:1]([Cl:5])([Cl:3])(=[O:2])[O:16][C:14]1[CH:13]=[CH:12][CH:11]=[C:10]2[C:15]=1[N:6]=[CH:7][CH:8]=[CH:9]2. The catalyst class is: 27. (2) Reactant: [Br:1][C:2]1[CH:7]=[CH:6][N:5]=[C:4]2[N:8](S(C3C=CC=CC=3)(=O)=O)[C:9]([CH:11]([F:13])[F:12])=[CH:10][C:3]=12.CCCC[N+](CCCC)(CCCC)CCCC.[F-].CO. Product: [Br:1][C:2]1[CH:7]=[CH:6][N:5]=[C:4]2[NH:8][C:9]([CH:11]([F:12])[F:13])=[CH:10][C:3]=12. The catalyst class is: 1. (3) Reactant: [C:1]([C:3]1[CH:4]=[C:5]([C:10]([O:12][C:13]([CH3:16])([CH3:15])[CH3:14])=[O:11])[S:6][C:7]=1[NH:8][NH2:9])#[N:2].Cl. Product: [NH2:2][C:1]1[C:3]2[CH:4]=[C:5]([C:10]([O:12][C:13]([CH3:16])([CH3:15])[CH3:14])=[O:11])[S:6][C:7]=2[NH:8][N:9]=1. The catalyst class is: 125. (4) Reactant: [H-].[Al+3].[Li+].[H-].[H-].[H-].C[O:8][C:9](=O)[CH2:10][O:11][C:12]1[CH:17]=[CH:16][C:15]([C:18]([F:21])([F:20])[F:19])=[CH:14][CH:13]=1.O.[OH-].[Na+]. Product: [F:19][C:18]([F:20])([F:21])[C:15]1[CH:16]=[CH:17][C:12]([O:11][CH2:10][CH2:9][OH:8])=[CH:13][CH:14]=1. The catalyst class is: 1. (5) Reactant: [OH-:1].[Na+].[CH2:3]([C:10]1[C:15](=[O:16])[N:14]([C:17]2[CH:22]=[CH:21][CH:20]=[C:19](C(OC)=O)[C:18]=2C)[C:13]2[N:28]=[CH:29][CH:30]=[CH:31][C:12]=2[N:11]=1)[C:4]1[CH:9]=[CH:8][CH:7]=[CH:6][CH:5]=1.Cl.[O:33]1[CH2:38][CH2:37]OCC1. Product: [CH2:3]([C:10]1[C:15](=[O:16])[N:14]([C:17]2[CH:22]=[CH:21][CH:20]=[C:19]([CH2:37][C:38]([OH:33])=[O:1])[CH:18]=2)[C:13]2[N:28]=[CH:29][CH:30]=[CH:31][C:12]=2[N:11]=1)[C:4]1[CH:9]=[CH:8][CH:7]=[CH:6][CH:5]=1. The catalyst class is: 5. (6) Reactant: [Br:1][CH2:2][CH2:3][CH2:4][CH2:5][CH2:6]Br.[S:8]([O-:11])([O-:10])=[O:9].[Na+:12].[Na+].C(O)C.BrCCS([O-])(=O)=O.[Na+]. Product: [Br:1][CH2:2][CH2:3][CH2:4][CH2:5][CH2:6][S:8]([O-:11])(=[O:10])=[O:9].[Na+:12]. The catalyst class is: 6. (7) Reactant: [Br:1][C:2]1[CH:7]=[CH:6][C:5]([N:8]2[CH2:12][CH2:11][CH2:10][C@H:9]2[CH2:13]C#N)=[CH:4][CH:3]=1.[CH3:16][S:17](Cl)(=[O:19])=[O:18]. Product: [Br:1][C:2]1[CH:7]=[CH:6][C:5]([N:8]2[CH2:12][CH2:11][CH2:10][CH:9]2[CH2:13][S:17]([CH3:16])(=[O:19])=[O:18])=[CH:4][CH:3]=1. The catalyst class is: 34. (8) Reactant: C[O:2][C:3](=[O:45])[C@@H:4]([NH:30][C:31]1[CH:36]=[CH:35][CH:34]=[CH:33][C:32]=1[C:37](=[O:44])[C:38]1[CH:43]=[CH:42][CH:41]=[CH:40][CH:39]=1)[CH2:5][C:6]1[CH:11]=[CH:10][C:9]([O:12][CH2:13][CH2:14][N:15]2[C:21]3[CH:22]=[CH:23][CH:24]=[CH:25][C:20]=3[CH:19]=[CH:18][C:17]3[CH:26]=[CH:27][CH:28]=[CH:29][C:16]2=3)=[CH:8][CH:7]=1.[OH-].[Na+]. Product: [C:37]([C:32]1[CH:33]=[CH:34][CH:35]=[CH:36][C:31]=1[NH:30][C@@H:4]([CH2:5][C:6]1[CH:11]=[CH:10][C:9]([O:12][CH2:13][CH2:14][N:15]2[C:21]3[CH:22]=[CH:23][CH:24]=[CH:25][C:20]=3[CH:19]=[CH:18][C:17]3[CH:26]=[CH:27][CH:28]=[CH:29][C:16]2=3)=[CH:8][CH:7]=1)[C:3]([OH:45])=[O:2])(=[O:44])[C:38]1[CH:43]=[CH:42][CH:41]=[CH:40][CH:39]=1. The catalyst class is: 8. (9) Reactant: [F:1][C:2]1[C:20](I)=[C:19]([CH3:22])[CH:18]=[CH:17][C:3]=1[C:4]([NH:6][C:7]1[CH:12]=[CH:11][CH:10]=[C:9]([O:13][CH:14]([CH3:16])[CH3:15])[CH:8]=1)=[O:5].[CH3:23][NH:24][C:25]1[N:34]=[CH:33][C:32]2[C:27](=[CH:28][CH:29]=[C:30](B3OC(C)(C)C(C)(C)O3)[CH:31]=2)[N:26]=1.C(=O)([O-])[O-].[Na+].[Na+]. Product: [F:1][C:2]1[C:20]([C:30]2[CH:31]=[C:32]3[C:27](=[CH:28][CH:29]=2)[N:26]=[C:25]([NH:24][CH3:23])[N:34]=[CH:33]3)=[C:19]([CH3:22])[CH:18]=[CH:17][C:3]=1[C:4]([NH:6][C:7]1[CH:12]=[CH:11][CH:10]=[C:9]([O:13][CH:14]([CH3:16])[CH3:15])[CH:8]=1)=[O:5]. The catalyst class is: 104. (10) Product: [CH2:18]([N:5]1[CH:6]=[N:7][C:8]2[C:4]1=[N:3][CH:2]=[N:1][C:9]=2[NH2:10])[CH2:19][CH2:20][CH3:21]. Reactant: [N:1]1[C:9]([NH2:10])=[C:8]2[C:4]([N:5]=[CH:6][NH:7]2)=[N:3][CH:2]=1.C(=O)([O-])[O-].[Cs+].[Cs+].I[CH2:18][CH2:19][CH2:20][CH3:21]. The catalyst class is: 3.